Dataset: Catalyst prediction with 721,799 reactions and 888 catalyst types from USPTO. Task: Predict which catalyst facilitates the given reaction. Reactant: Br[CH2:2][C:3]([C:5]1[CH:10]=[C:9]([Br:11])[CH:8]=[CH:7][C:6]=1[O:12][CH3:13])=[O:4].[C:14]([O-:17])(=[O:16])[CH3:15].[Na+]. Product: [Br:11][C:9]1[CH:8]=[CH:7][C:6]([O:12][CH3:13])=[C:5]([C:3](=[O:4])[CH2:2][O:17][C:14](=[O:16])[CH3:15])[CH:10]=1. The catalyst class is: 9.